This data is from Full USPTO retrosynthesis dataset with 1.9M reactions from patents (1976-2016). The task is: Predict the reactants needed to synthesize the given product. (1) Given the product [C:1]([O:4][CH2:5][C:6]1[C:7]([N:37]2[CH2:49][CH2:48][N:40]3[C:41]4[CH2:42][CH2:43][CH2:44][CH2:45][C:46]=4[CH:47]=[C:39]3[C:38]2=[O:50])=[N:8][CH:9]=[CH:10][C:11]=1[C:12]1[CH:13]=[C:14]([NH:20][C:21]2[CH:36]=[C:24]3[CH2:25][NH:26][CH2:27][CH2:28][N:23]3[N:22]=2)[C:15](=[O:19])[N:16]([CH3:18])[CH:17]=1)(=[O:3])[CH3:2], predict the reactants needed to synthesize it. The reactants are: [C:1]([O:4][CH2:5][C:6]1[C:7]([N:37]2[CH2:49][CH2:48][N:40]3[C:41]4[CH2:42][CH2:43][CH2:44][CH2:45][C:46]=4[CH:47]=[C:39]3[C:38]2=[O:50])=[N:8][CH:9]=[CH:10][C:11]=1[C:12]1[CH:13]=[C:14]([NH:20][C:21]2[CH:36]=[C:24]3[CH2:25][N:26](C(OC(C)(C)C)=O)[CH2:27][CH2:28][N:23]3[N:22]=2)[C:15](=[O:19])[N:16]([CH3:18])[CH:17]=1)(=[O:3])[CH3:2].O1CCOCC1. (2) Given the product [Cl:1][C:2]1[CH:3]=[C:4]([NH:19][C:20]2[C:30]3[CH:29]=[C:28]([C:31]([NH:43][C:36]([CH3:42])([CH3:35])[CH2:37][S:38]([CH3:41])(=[O:40])=[O:39])=[O:32])[CH2:27][CH2:26][NH:25][C:24]=3[N:23]=[CH:22][N:21]=2)[CH:5]=[CH:6][C:7]=1[O:8][C:9]1[CH:14]=[CH:13][CH:12]=[C:11]([C:15]([F:17])([F:16])[F:18])[CH:10]=1, predict the reactants needed to synthesize it. The reactants are: [Cl:1][C:2]1[CH:3]=[C:4]([NH:19][C:20]2[C:30]3[CH:29]=[C:28]([C:31](O)=[O:32])[CH2:27][CH2:26][NH:25][C:24]=3[N:23]=[CH:22][N:21]=2)[CH:5]=[CH:6][C:7]=1[O:8][C:9]1[CH:14]=[CH:13][CH:12]=[C:11]([C:15]([F:18])([F:17])[F:16])[CH:10]=1.Cl.[CH3:35][C:36]([NH2:43])([CH3:42])[CH2:37][S:38]([CH3:41])(=[O:40])=[O:39].Cl.C(N=C=NCCCN(C)C)C.O.ON1C2C=CC=CC=2N=N1. (3) Given the product [F:40][C:41]([F:53])([F:52])[C:42]1[CH:43]=[C:44]([S:48]([NH:6][C@@H:7]2[C@H:14]3[C@H:10]([CH2:11][N:12]([CH2:15][C:16]4[CH:21]=[CH:20][CH:19]=[C:18]([C:22]([F:25])([F:23])[F:24])[CH:17]=4)[CH2:13]3)[CH2:9][CH2:8]2)(=[O:50])=[O:49])[CH:45]=[CH:46][CH:47]=1, predict the reactants needed to synthesize it. The reactants are: CC(C)C(C1C=CC=CC=1)C([NH:6][C@@H:7]1[C@H:14]2[C@H:10]([CH2:11][N:12]([CH2:15][C:16]3[CH:21]=[CH:20][CH:19]=[C:18]([C:22]([F:25])([F:24])[F:23])[CH:17]=3)[CH2:13]2)[CH2:9][CH2:8]1)=O.C(N(CC)CC)C.[F:40][C:41]([F:53])([F:52])[C:42]1[CH:43]=[C:44]([S:48](Cl)(=[O:50])=[O:49])[CH:45]=[CH:46][CH:47]=1. (4) Given the product [F:36][C:33]1[CH:34]=[CH:35][C:30]([C:4]([C:6]2[N:7]=[CH:8][N:9]([C:11]3[CH:12]=[C:13]([C:17]4[CH:22]=[CH:21][CH:20]=[CH:19][C:18]=4[O:23][C:24]([F:26])([F:27])[F:25])[CH:14]=[CH:15][CH:16]=3)[CH:10]=2)=[O:5])=[CH:31][CH:32]=1, predict the reactants needed to synthesize it. The reactants are: CON(C)[C:4]([C:6]1[N:7]=[CH:8][N:9]([C:11]2[CH:12]=[C:13]([C:17]3[CH:22]=[CH:21][CH:20]=[CH:19][C:18]=3[O:23][C:24]([F:27])([F:26])[F:25])[CH:14]=[CH:15][CH:16]=2)[CH:10]=1)=[O:5].Br[C:30]1[CH:35]=[CH:34][C:33]([F:36])=[CH:32][CH:31]=1. (5) Given the product [CH2:1]([O:8][C:9]([NH:11][C:12]1[C:13]([CH3:44])=[C:14]([C:18]2[C:30]3[C:29]4[C:24](=[CH:25][C:26]([NH:31][C:32]([O:34][CH2:35][CH2:36][Si:37]([CH3:39])([CH3:38])[CH3:40])=[O:33])=[CH:27][CH:28]=4)[NH:23][C:22]=3[C:21]([C:41]([NH2:54])=[O:43])=[N:20][CH:19]=2)[CH:15]=[CH:16][CH:17]=1)=[O:10])[C:2]1[CH:7]=[CH:6][CH:5]=[CH:4][CH:3]=1, predict the reactants needed to synthesize it. The reactants are: [CH2:1]([O:8][C:9]([NH:11][C:12]1[C:13]([CH3:44])=[C:14]([C:18]2[C:30]3[C:29]4[C:24](=[CH:25][C:26]([NH:31][C:32]([O:34][CH2:35][CH2:36][Si:37]([CH3:40])([CH3:39])[CH3:38])=[O:33])=[CH:27][CH:28]=4)[NH:23][C:22]=3[C:21]([C:41]([OH:43])=O)=[N:20][CH:19]=2)[CH:15]=[CH:16][CH:17]=1)=[O:10])[C:2]1[CH:7]=[CH:6][CH:5]=[CH:4][CH:3]=1.[Cl-].[NH4+].F[P-](F)(F)(F)(F)F.[N:54]1(O[P+](N(C)C)(N(C)C)N(C)C)C2C=CC=CC=2N=N1.CCN(C(C)C)C(C)C.CN1CCOCC1. (6) Given the product [NH2:23][C:22]1[N:24]=[CH:4][C:5]2[C:6](=[O:19])[CH2:7][CH:8]([C:12]3[CH:17]=[CH:16][CH:15]=[CH:14][C:13]=3[F:18])[CH2:9][C:10]=2[N:21]=1, predict the reactants needed to synthesize it. The reactants are: CN([CH:4]=[C:5]1[C:10](=O)[CH2:9][CH:8]([C:12]2[CH:17]=[CH:16][CH:15]=[CH:14][C:13]=2[F:18])[CH2:7][C:6]1=[O:19])C.Cl.[NH2:21][C:22]([NH2:24])=[NH:23].C(=O)([O-])[O-].[Na+].[Na+].NC1N=CC2C(=O)CC(C3C=CC(Cl)=CC=3)CC=2N=1.